From a dataset of Full USPTO retrosynthesis dataset with 1.9M reactions from patents (1976-2016). Predict the reactants needed to synthesize the given product. (1) Given the product [CH2:18]([O:17][C:13](=[O:16])[C:14]([C:2]1[CH:12]=[N:11][C:5]2[NH:6][CH2:7][CH2:8][CH2:9][O:10][C:4]=2[CH:3]=1)=[CH2:15])[CH3:19], predict the reactants needed to synthesize it. The reactants are: Br[C:2]1[CH:12]=[N:11][C:5]2[NH:6][CH2:7][CH2:8][CH2:9][O:10][C:4]=2[CH:3]=1.[C:13]([O:17][CH2:18][CH3:19])(=[O:16])[CH:14]=[CH2:15].C(N(C(C)C)CC)(C)C.CC1C=CC=CC=1P(C1C=CC=CC=1C)C1C=CC=CC=1C. (2) Given the product [C:19]1([CH:8]([S:9]([N:12]2[CH2:34][CH2:33][CH2:32][C@H:13]2[C:14]([NH:16][C@H:17]([C:25]([OH:27])=[O:26])[CH2:18][C:19]2[CH:24]=[CH:23][CH:22]=[CH:21][CH:20]=2)=[O:15])(=[O:10])=[O:11])[CH3:7])[CH:24]=[CH:23][CH:22]=[CH:21][CH:20]=1, predict the reactants needed to synthesize it. The reactants are: C1([CH2:7][CH2:8][S:9]([N:12]2[CH2:34][CH2:33][CH2:32][C@H:13]2[C:14]([NH:16][C@H:17]([C:25]([O:27]C(C)(C)C)=[O:26])[CH2:18][C:19]2[CH:24]=[CH:23][CH:22]=[CH:21][CH:20]=2)=[O:15])(=[O:11])=[O:10])C=CC=CC=1. (3) The reactants are: [OH-].[K+].[NH2:3][C:4]1[CH:17]=[CH:16][C:15]([Cl:18])=[CH:14][C:5]=1[C:6]([C:8]1[CH:13]=[CH:12][CH:11]=[CH:10][CH:9]=1)=O.C(OCC)(=O)C.[C:25](#[N:27])[CH3:26]. Given the product [NH2:27][C:25]1[CH:26]=[C:6]([C:8]2[CH:13]=[CH:12][CH:11]=[CH:10][CH:9]=2)[C:5]2[C:4](=[CH:17][CH:16]=[C:15]([Cl:18])[CH:14]=2)[N:3]=1, predict the reactants needed to synthesize it. (4) Given the product [Cl:1][C:2]1[C:3]([Cl:11])=[N:4][CH:5]=[C:6]([CH:10]=1)[C:7]([O:9][C:24]([CH3:27])([CH3:26])[CH3:25])=[O:8], predict the reactants needed to synthesize it. The reactants are: [Cl:1][C:2]1[C:3]([Cl:11])=[N:4][CH:5]=[C:6]([CH:10]=1)[C:7]([OH:9])=[O:8].CN(C1C=CC=CN=1)C.C(OC(O[C:24]([CH3:27])([CH3:26])[CH3:25])=O)(O[C:24]([CH3:27])([CH3:26])[CH3:25])=O. (5) Given the product [OH:1][CH:2]([C:6]1[CH:7]=[CH:8][C:9]([C:12]2[N:16]=[C:15]([C:17]3[O:21][N:20]=[C:19]([C:22]4[CH:27]=[CH:26][CH:25]=[CH:24][CH:23]=4)[C:18]=3[C:28]([F:31])([F:29])[F:30])[O:14][N:13]=2)=[CH:10][CH:11]=1)[C:3]([NH:38][CH2:37][C:34]1[CH:35]=[CH:36][S:32][CH:33]=1)=[O:5], predict the reactants needed to synthesize it. The reactants are: [OH:1][CH:2]([C:6]1[CH:11]=[CH:10][C:9]([C:12]2[N:16]=[C:15]([C:17]3[O:21][N:20]=[C:19]([C:22]4[CH:27]=[CH:26][CH:25]=[CH:24][CH:23]=4)[C:18]=3[C:28]([F:31])([F:30])[F:29])[O:14][N:13]=2)=[CH:8][CH:7]=1)[C:3]([OH:5])=O.[S:32]1[CH:36]=[CH:35][C:34]([CH2:37][NH2:38])=[CH:33]1.CN1CCOCC1.CN(C(ON1N=NC2C=CC=NC1=2)=[N+](C)C)C.F[P-](F)(F)(F)(F)F. (6) Given the product [Cl:44][C:41]1[CH:42]=[CH:43][C:38]([N:36]2[CH2:35][CH2:34][C:30]3[N:31]=[CH:32][N:33]=[C:28]([NH:7][C@@H:6]([CH:3]4[CH2:5][CH2:4]4)[C:8]4[CH:9]=[N:10][C:11]([C:14]([F:17])([F:15])[F:16])=[CH:12][CH:13]=4)[C:29]=3[CH2:37]2)=[N:39][CH:40]=1, predict the reactants needed to synthesize it. The reactants are: Cl.Cl.[CH:3]1([C@@H:6]([C:8]2[CH:9]=[N:10][C:11]([C:14]([F:17])([F:16])[F:15])=[CH:12][CH:13]=2)[NH2:7])[CH2:5][CH2:4]1.C(N(CC)C(C)C)(C)C.Br[C:28]1[C:29]2[CH2:37][N:36]([C:38]3[CH:43]=[CH:42][C:41]([Cl:44])=[CH:40][N:39]=3)[CH2:35][CH2:34][C:30]=2[N:31]=[CH:32][N:33]=1. (7) Given the product [F:12][CH:13]([F:25])[O:14][C:15]1[CH:16]=[C:17]([CH2:21][CH2:22][CH:23]=[O:24])[CH:18]=[CH:19][CH:20]=1, predict the reactants needed to synthesize it. The reactants are: C1C=C[NH+]=CC=1.[O-][Cr](Cl)(=O)=O.[F:12][CH:13]([F:25])[O:14][C:15]1[CH:16]=[C:17]([CH2:21][CH2:22][CH2:23][OH:24])[CH:18]=[CH:19][CH:20]=1.